From a dataset of Peptide-MHC class I binding affinity with 185,985 pairs from IEDB/IMGT. Regression. Given a peptide amino acid sequence and an MHC pseudo amino acid sequence, predict their binding affinity value. This is MHC class I binding data. (1) The peptide sequence is NIVTFINDY. The MHC is HLA-A03:01 with pseudo-sequence HLA-A03:01. The binding affinity (normalized) is 0. (2) The peptide sequence is WQQIGLVEV. The MHC is HLA-B39:01 with pseudo-sequence HLA-B39:01. The binding affinity (normalized) is 0.0847. (3) The peptide sequence is SILPISWAY. The MHC is HLA-B39:01 with pseudo-sequence HLA-B39:01. The binding affinity (normalized) is 0.0847. (4) The peptide sequence is LVKSSFVKK. The MHC is HLA-A68:01 with pseudo-sequence HLA-A68:01. The binding affinity (normalized) is 0.658. (5) The peptide sequence is LVFPVEGTK. The MHC is HLA-A68:01 with pseudo-sequence HLA-A68:01. The binding affinity (normalized) is 0.538. (6) The peptide sequence is FLGQADFSL. The MHC is HLA-A02:03 with pseudo-sequence HLA-A02:03. The binding affinity (normalized) is 1.00.